From a dataset of Forward reaction prediction with 1.9M reactions from USPTO patents (1976-2016). Predict the product of the given reaction. (1) Given the reactants Cl[C:2]([S:4]Cl)=[O:3].[C:6]([NH2:14])(=[S:13])[C:7]1[CH:12]=[CH:11][CH:10]=[CH:9][CH:8]=1.C(N(C(C)C)CC)(C)C, predict the reaction product. The product is: [C:7]1([C:6]2[S:13][S:4][C:2](=[O:3])[N:14]=2)[CH:12]=[CH:11][CH:10]=[CH:9][CH:8]=1. (2) Given the reactants [NH2:1][CH2:2][CH2:3][CH2:4][CH2:5][C@H:6]([NH:17][C:18](=[O:33])[C:19]1[CH:24]=[CH:23][C:22]([C:25]([N:27]2[CH2:31][CH2:30][CH2:29][CH2:28]2)=[O:26])=[C:21]([CH3:32])[CH:20]=1)[C:7]1[NH:11][C:10]2[CH:12]=[CH:13][C:14]([Cl:16])=[CH:15][C:9]=2[N:8]=1.C(N(C(C)C)CC)(C)C.[CH3:43][N:44]1[CH2:48][CH2:47][CH2:46][C@H:45]1[C:49](O)=[O:50], predict the reaction product. The product is: [Cl:16][C:14]1[CH:13]=[CH:12][C:10]2[NH:11][C:7]([C@@H:6]([NH:17][C:18](=[O:33])[C:19]3[CH:24]=[CH:23][C:22]([C:25]([N:27]4[CH2:28][CH2:29][CH2:30][CH2:31]4)=[O:26])=[C:21]([CH3:32])[CH:20]=3)[CH2:5][CH2:4][CH2:3][CH2:2][NH:1][C:49]([C@@H:45]3[CH2:46][CH2:47][CH2:48][N:44]3[CH3:43])=[O:50])=[N:8][C:9]=2[CH:15]=1. (3) Given the reactants [C:1]1([CH:7]([C:42]2[CH:47]=[CH:46][CH:45]=[CH:44][CH:43]=2)[CH2:8][CH2:9][O:10][C:11]([C:13]2[CH:14]([C:35]3[CH:40]=[CH:39][CH:38]=[C:37]([Cl:41])[CH:36]=3)[N:15]=[C:16]([C:29]3[CH:34]=[CH:33][CH:32]=[CH:31][CH:30]=3)[NH:17][C:18]=2[CH2:19][O:20][CH2:21][CH2:22][CH:23]2[CH2:28][CH2:27][CH2:26][CH2:25][CH2:24]2)=[O:12])[CH:6]=[CH:5][CH:4]=[CH:3][CH:2]=1.O, predict the reaction product. The product is: [C:42]1([CH:7]([C:1]2[CH:6]=[CH:5][CH:4]=[CH:3][CH:2]=2)[CH2:8][CH2:9][O:10][C:11]([C:13]2[C:14]([C:35]3[CH:40]=[CH:39][CH:38]=[C:37]([Cl:41])[CH:36]=3)=[N:15][C:16]([C:29]3[CH:30]=[CH:31][CH:32]=[CH:33][CH:34]=3)=[N:17][C:18]=2[CH2:19][O:20][CH2:21][CH2:22][CH:23]2[CH2:28][CH2:27][CH2:26][CH2:25][CH2:24]2)=[O:12])[CH:43]=[CH:44][CH:45]=[CH:46][CH:47]=1. (4) Given the reactants F[C:2]1[CH:7]=[CH:6][C:5]([N+:8]([O-:10])=[O:9])=[CH:4][C:3]=1C.[CH3:12][O:13][C:14](=[O:21])[C@H:15]([CH2:17][CH2:18][S:19][CH3:20])[NH2:16].C(N(CC)CC)C, predict the reaction product. The product is: [CH3:12][O:13][C:14](=[O:21])[CH:15]([NH:16][C:2]1[CH:3]=[CH:4][C:5]([N+:8]([O-:10])=[O:9])=[CH:6][CH:7]=1)[CH2:17][CH2:18][S:19][CH3:20]. (5) Given the reactants [F:1][C:2]1[CH:7]=[C:6]([C:8]2[N:9]([CH3:13])[CH:10]=[CH:11][N:12]=2)[CH:5]=[CH:4][C:3]=1[OH:14].[C:15]([C:17]1[N:21]([CH:22]2[CH2:27][CH2:26][N:25]([C:28]([O:30][CH:31]([CH3:33])[CH3:32])=[O:29])[CH2:24][CH2:23]2)[N:20]=[CH:19][C:18]=1[CH2:34]OS(C)(=O)=O)#[N:16], predict the reaction product. The product is: [C:15]([C:17]1[N:21]([CH:22]2[CH2:23][CH2:24][N:25]([C:28]([O:30][CH:31]([CH3:32])[CH3:33])=[O:29])[CH2:26][CH2:27]2)[N:20]=[CH:19][C:18]=1[CH2:34][O:14][C:3]1[CH:4]=[CH:5][C:6]([C:8]2[N:9]([CH3:13])[CH:10]=[CH:11][N:12]=2)=[CH:7][C:2]=1[F:1])#[N:16].